From a dataset of NCI-60 drug combinations with 297,098 pairs across 59 cell lines. Regression. Given two drug SMILES strings and cell line genomic features, predict the synergy score measuring deviation from expected non-interaction effect. (1) Drug 1: CC1=C(C(CCC1)(C)C)C=CC(=CC=CC(=CC(=O)O)C)C. Drug 2: CC1C(C(CC(O1)OC2CC(CC3=C2C(=C4C(=C3O)C(=O)C5=C(C4=O)C(=CC=C5)OC)O)(C(=O)CO)O)N)O.Cl. Cell line: HL-60(TB). Synergy scores: CSS=52.5, Synergy_ZIP=0.185, Synergy_Bliss=1.51, Synergy_Loewe=0.745, Synergy_HSA=5.13. (2) Drug 1: COC1=C(C=C2C(=C1)N=CN=C2NC3=CC(=C(C=C3)F)Cl)OCCCN4CCOCC4. Drug 2: C1=CC(=CC=C1CCC2=CNC3=C2C(=O)NC(=N3)N)C(=O)NC(CCC(=O)O)C(=O)O. Cell line: HCC-2998. Synergy scores: CSS=48.2, Synergy_ZIP=-1.01, Synergy_Bliss=-2.08, Synergy_Loewe=0.553, Synergy_HSA=1.59. (3) Drug 1: C1C(C(OC1N2C=C(C(=O)NC2=O)F)CO)O. Drug 2: CNC(=O)C1=NC=CC(=C1)OC2=CC=C(C=C2)NC(=O)NC3=CC(=C(C=C3)Cl)C(F)(F)F. Synergy scores: CSS=14.5, Synergy_ZIP=-7.81, Synergy_Bliss=-8.08, Synergy_Loewe=-6.55, Synergy_HSA=-6.24. Cell line: SK-MEL-28.